This data is from Reaction yield outcomes from USPTO patents with 853,638 reactions. The task is: Predict the reaction yield, written as a fraction of the theoretical maximum amount of product (1.0 means a 100% yield; for example, 0.34 means a 34% yield). (1) The reactants are [Br:1][C:2]1[CH:12]=[CH:11][C:5]([C:6]([O:8][CH2:9][CH3:10])=[O:7])=[CH:4][C:3]=1[OH:13].C(=O)([O-])[O-].[K+].[K+].Cl.Cl[CH2:22][CH2:23][N:24]1[CH2:29][CH2:28][O:27][CH2:26][CH2:25]1. The catalyst is CN(C=O)C. The product is [O:27]1[CH2:28][CH2:29][N:24]([CH2:23][CH2:22][O:13][C:3]2[CH:4]=[C:5]([CH:11]=[CH:12][C:2]=2[Br:1])[C:6]([O:8][CH2:9][CH3:10])=[O:7])[CH2:25][CH2:26]1. The yield is 0.470. (2) The reactants are [C:1]([O:5][C@@H:6]([C:11]1[C:40]([CH3:41])=[C:39]([CH:42]([CH3:44])[CH3:43])[C:38]2=[N:45][C:35]3=[CH:36][N:37]2[C:12]=1[N:13]1[CH2:50][CH2:49][C:16]([CH3:51])([O:17][CH2:18][CH2:19][CH2:20][CH2:21][C@H:22]([CH3:48])[O:23][C:24]2[CH:25]=[CH:26][C:27]([F:47])=[CH:28][C:29]=2[C:30]2[CH:46]=[C:34]3[CH:33]=[CH:32][CH:31]=2)[CH2:15][CH2:14]1)[C:7]([O:9]C)=[O:8])([CH3:4])([CH3:3])[CH3:2].C(O[C@@H](C1C(C)=CC2=NC3=C(Cl)N2C=1N1CCC(C)(OCCCC[C@H](C)OC2C=CC(C)=CC=2C2C=C3C=CC=2)CC1)C(O)=O)(C)(C)C. No catalyst specified. The product is [C:1]([O:5][C@@H:6]([C:11]1[C:40]([CH3:41])=[C:39]([CH:42]([CH3:43])[CH3:44])[C:38]2=[N:45][C:35]3=[CH:36][N:37]2[C:12]=1[N:13]1[CH2:14][CH2:15][C:16]([CH3:51])([O:17][CH2:18][CH2:19][CH2:20][CH2:21][C@H:22]([CH3:48])[O:23][C:24]2[CH:25]=[CH:26][C:27]([F:47])=[CH:28][C:29]=2[C:30]2[CH:46]=[C:34]3[CH:33]=[CH:32][CH:31]=2)[CH2:49][CH2:50]1)[C:7]([OH:9])=[O:8])([CH3:2])([CH3:3])[CH3:4]. The yield is 0.980.